This data is from Forward reaction prediction with 1.9M reactions from USPTO patents (1976-2016). The task is: Predict the product of the given reaction. (1) Given the reactants [CH3:1][N:2]([CH2:4][C:5]1[CH:10]=[CH:9][C:8]([C:11]2[CH:16]=[CH:15][C:14]([CH2:17][CH2:18][C:19]([C:21]3[O:22][C:23]([C:26]4[N:31]=[C:30]([C:32]([O:34]C)=[O:33])[CH:29]=[CH:28][CH:27]=4)=[CH:24][N:25]=3)=[O:20])=[CH:13][CH:12]=2)=[CH:7][CH:6]=1)[CH3:3].[Li+].[OH-].Cl, predict the reaction product. The product is: [CH3:1][N:2]([CH2:4][C:5]1[CH:10]=[CH:9][C:8]([C:11]2[CH:12]=[CH:13][C:14]([CH2:17][CH2:18][C:19]([C:21]3[O:22][C:23]([C:26]4[N:31]=[C:30]([C:32]([OH:34])=[O:33])[CH:29]=[CH:28][CH:27]=4)=[CH:24][N:25]=3)=[O:20])=[CH:15][CH:16]=2)=[CH:7][CH:6]=1)[CH3:3]. (2) Given the reactants [O:1]=[C:2]1[NH:7][C:6]2[CH:8]=[C:9]([CH2:12][N:13]3[CH2:18][CH2:17][N:16]([C:19]4[CH:29]=[CH:28][C:22]([C:23]([O:25]CC)=[O:24])=[CH:21][N:20]=4)[CH2:15][CH2:14]3)[CH:10]=[N:11][C:5]=2[N:4]2[CH2:30][CH2:31][CH2:32][C@@H:3]12.[Li+].[OH-], predict the reaction product. The product is: [O:1]=[C:2]1[NH:7][C:6]2[CH:8]=[C:9]([CH2:12][N:13]3[CH2:14][CH2:15][N:16]([C:19]4[CH:29]=[CH:28][C:22]([C:23]([OH:25])=[O:24])=[CH:21][N:20]=4)[CH2:17][CH2:18]3)[CH:10]=[N:11][C:5]=2[N:4]2[CH2:30][CH2:31][CH2:32][C@@H:3]12. (3) Given the reactants Cl.[CH3:2][O:3][C:4]1[C:9]2[N:10]=[C:11]([C:13]3[NH:22][C:16]4[CH2:17][CH2:18][NH:19][CH2:20][CH2:21][C:15]=4[N:14]=3)[S:12][C:8]=2[C:7]([N:23]2[CH2:28][CH2:27][O:26][CH2:25][CH2:24]2)=[CH:6][CH:5]=1.C(N(C(C)C)C(C)C)C.[C:38]1([CH3:47])[C:39]([C:44](Cl)=[O:45])=[CH:40][CH:41]=[CH:42][CH:43]=1, predict the reaction product. The product is: [CH3:2][O:3][C:4]1[C:9]2[N:10]=[C:11]([C:13]3[NH:22][C:16]4[CH2:17][CH2:18][N:19]([C:44]([C:39]5[CH:40]=[CH:41][CH:42]=[CH:43][C:38]=5[CH3:47])=[O:45])[CH2:20][CH2:21][C:15]=4[N:14]=3)[S:12][C:8]=2[C:7]([N:23]2[CH2:24][CH2:25][O:26][CH2:27][CH2:28]2)=[CH:6][CH:5]=1. (4) Given the reactants [Cl:1][C:2]1[CH:10]=[CH:9][CH:8]=[C:7]2[C:3]=1[CH2:4][N:5]([C:12]1[N:13]=[C:14]3[C:20]([C:21]([OH:23])=O)=[CH:19][N:18]([CH2:24][O:25][CH2:26][CH2:27][Si:28]([CH3:31])([CH3:30])[CH3:29])[C:15]3=[N:16][CH:17]=1)[C:6]2=[O:11].C(N(CC)CC)C.[NH2:39][C@H:40]([CH:49]1[CH2:51][CH2:50]1)[C:41]([N:43]1[CH2:46][CH:45]([C:47]#[N:48])[CH2:44]1)=[O:42].C1CN([P+](ON2N=NC3C=CC=CC2=3)(N2CCCC2)N2CCCC2)CC1.F[P-](F)(F)(F)(F)F, predict the reaction product. The product is: [C:47]([CH:45]1[CH2:46][N:43]([C:41](=[O:42])[C@H:40]([NH:39][C:21]([C:20]2[C:14]3[C:15](=[N:16][CH:17]=[C:12]([N:5]4[CH2:4][C:3]5[C:7](=[CH:8][CH:9]=[CH:10][C:2]=5[Cl:1])[C:6]4=[O:11])[N:13]=3)[N:18]([CH2:24][O:25][CH2:26][CH2:27][Si:28]([CH3:29])([CH3:31])[CH3:30])[CH:19]=2)=[O:23])[CH:49]2[CH2:50][CH2:51]2)[CH2:44]1)#[N:48]. (5) Given the reactants [NH2:1][CH2:2][CH2:3][C:4]1[CH:5]=[C:6]([CH:9]=[CH:10][C:11]=1[CH2:12]Cl)[C:7]#[N:8], predict the reaction product. The product is: [CH2:12]1[C:11]2[C:4](=[CH:5][C:6]([CH2:7][NH2:8])=[CH:9][CH:10]=2)[CH2:3][CH2:2][NH:1]1. (6) Given the reactants [N:1]([CH2:10][CH2:11][CH2:12][CH3:13])([CH2:6][CH2:7][CH2:8][CH3:9])CCCC.[NH:14]1C2[C:17](=CC=CC=2C=CC(N=[N+]=[N-])=O)[CH:16]=[CH:15]1.CCCCCC.[O:36](C1C=CC=CC=1)C1C=CC=CC=1, predict the reaction product. The product is: [NH:14]1[C:13]2=[C:12]3[C:7](=[CH:8][CH:9]=[C:17]2[CH:16]=[CH:15]1)[C:6](=[O:36])[NH:1][CH:10]=[CH:11]3. (7) Given the reactants C([O:3][C:4](=O)[C:5]([OH:23])([C:19]([F:22])([F:21])[F:20])[CH2:6][C:7]([C:10]1[C:18]2[O:17][CH2:16][O:15][C:14]=2[CH:13]=[CH:12][CH:11]=1)([CH3:9])[CH3:8])C.[H-].[Al+3].[Li+].[H-].[H-].[H-].C(=O)(O)[O-].[Na+], predict the reaction product. The product is: [O:15]1[C:14]2[CH:13]=[CH:12][CH:11]=[C:10]([C:7]([CH3:9])([CH3:8])[CH2:6][C:5]([C:19]([F:20])([F:22])[F:21])([OH:23])[CH2:4][OH:3])[C:18]=2[O:17][CH2:16]1. (8) Given the reactants Br[C:2]1[CH:11]=[CH:10][C:5]([C:6]([O:8]C)=[O:7])=[CH:4][C:3]=1[CH3:12].[CH3:13][C:14]1[C:18](B2OC(C)(C)C(C)(C)O2)=[C:17]([CH3:28])[O:16][N:15]=1.C(=O)([O-])[O-].[K+].[K+].[OH-].[Na+], predict the reaction product. The product is: [CH3:13][C:14]1[C:18]([C:2]2[CH:11]=[CH:10][C:5]([C:6]([OH:8])=[O:7])=[CH:4][C:3]=2[CH3:12])=[C:17]([CH3:28])[O:16][N:15]=1. (9) Given the reactants [CH2:1]([NH:3][CH2:4][CH3:5])[CH3:2].Cl[S:7]([C:10]1[CH:11]=[C:12]([CH:16]=[CH:17][CH:18]=1)[C:13]([OH:15])=[O:14])(=[O:9])=[O:8], predict the reaction product. The product is: [CH2:1]([N:3]([CH2:4][CH3:5])[S:7]([C:10]1[CH:11]=[C:12]([CH:16]=[CH:17][CH:18]=1)[C:13]([OH:15])=[O:14])(=[O:9])=[O:8])[CH3:2]. (10) Given the reactants F[C:2]1[CH:3]=[C:4]([N:12]2[CH2:16][C@H:15]([CH2:17]N3C=C(C)N=N3)[O:14][C:13]2=[O:24])[CH:5]=[CH:6][C:7]=1[Sn:8]([CH3:11])([CH3:10])[CH3:9].[Si:25]([O:32]C[C@@H]1OC(=O)N(C2C=CC(I)=CC=2)C1)([C:28]([CH3:31])([CH3:30])[CH3:29])([CH3:27])[CH3:26], predict the reaction product. The product is: [Si:25]([O:32][CH2:17][C@@H:15]1[O:14][C:13](=[O:24])[N:12]([C:4]2[CH:3]=[CH:2][C:7]([Sn:8]([CH3:9])([CH3:10])[CH3:11])=[CH:6][CH:5]=2)[CH2:16]1)([C:28]([CH3:31])([CH3:30])[CH3:29])([CH3:27])[CH3:26].